Dataset: Forward reaction prediction with 1.9M reactions from USPTO patents (1976-2016). Task: Predict the product of the given reaction. Given the reactants [O:1]=[C:2]([C:6]1[CH:11]=[CH:10][CH:9]=[CH:8][CH:7]=1)[CH2:3][C:4]#[N:5].[Cl:12][C:13]1[CH:14]=[C:15]([CH:17]=[CH:18][C:19]=1[O:20][CH3:21])[NH2:16], predict the reaction product. The product is: [Cl:12][C:13]1[CH:14]=[C:15]([NH:16][C:4](=[NH:5])[CH2:3][C:2](=[O:1])[C:6]2[CH:7]=[CH:8][CH:9]=[CH:10][CH:11]=2)[CH:17]=[CH:18][C:19]=1[O:20][CH3:21].